Dataset: Forward reaction prediction with 1.9M reactions from USPTO patents (1976-2016). Task: Predict the product of the given reaction. (1) Given the reactants C(OC([N:8]([O:25]C(OC(C)(C)C)=O)[C:9]1([CH3:24])[C:13](=[O:14])[N:12]([CH3:15])[N:11]=[C:10]1[C:16]1[CH:21]=[CH:20][C:19]([F:22])=[CH:18][C:17]=1[Cl:23])=O)(C)(C)C, predict the reaction product. The product is: [Cl:23][C:17]1[CH:18]=[C:19]([F:22])[CH:20]=[CH:21][C:16]=1[C:10]1[C:9]([NH:8][OH:25])([CH3:24])[C:13](=[O:14])[N:12]([CH3:15])[N:11]=1. (2) Given the reactants C([O:3][C:4](=[O:19])[CH2:5][N:6]([C:14]([O:16][CH2:17][CH3:18])=[O:15])[CH2:7][CH2:8][C:9]1[S:10][CH:11]=[CH:12][CH:13]=1)C.[OH-].[Na+].Cl, predict the reaction product. The product is: [CH2:17]([O:16][C:14]([N:6]([CH2:5][C:4]([OH:19])=[O:3])[CH2:7][CH2:8][C:9]1[S:10][CH:11]=[CH:12][CH:13]=1)=[O:15])[CH3:18]. (3) Given the reactants [CH2:1]([C:3]1[C:11]2[C:6](=[CH:7][C:8]([NH2:12])=[CH:9][CH:10]=2)[N:5]([C:13]2[CH:18]=[CH:17][CH:16]=[CH:15][CH:14]=2)[N:4]=1)[CH3:2].[ClH:19].CCOC(C)=O, predict the reaction product. The product is: [ClH:19].[CH2:1]([C:3]1[C:11]2[C:6](=[CH:7][C:8]([NH2:12])=[CH:9][CH:10]=2)[N:5]([C:13]2[CH:18]=[CH:17][CH:16]=[CH:15][CH:14]=2)[N:4]=1)[CH3:2]. (4) Given the reactants [NH:1]1[CH2:6][CH2:5][CH2:4][CH2:3][CH2:2]1.CN(C)C=O.[C:12]([O:16][C:17]([N:19]1[CH2:24][CH2:23][CH:22]([O:25][C:26]2[N:31]=[CH:30][C:29]([C:32]([O:34]C3C=CC=CC=3)=O)=[CH:28][N:27]=2)[CH2:21][CH2:20]1)=[O:18])([CH3:15])([CH3:14])[CH3:13], predict the reaction product. The product is: [C:12]([O:16][C:17]([N:19]1[CH2:24][CH2:23][CH:22]([O:25][C:26]2[N:27]=[CH:28][C:29]([C:32]([N:1]3[CH2:6][CH2:5][CH2:4][CH2:3][CH2:2]3)=[O:34])=[CH:30][N:31]=2)[CH2:21][CH2:20]1)=[O:18])([CH3:15])([CH3:13])[CH3:14]. (5) Given the reactants [C:1]1([NH:7][CH2:8][CH2:9][C:10]#[N:11])[CH:6]=[CH:5][CH:4]=[CH:3][CH:2]=1.[NH2:12][OH:13], predict the reaction product. The product is: [OH:13][N:12]=[C:10]([NH2:11])[CH2:9][CH2:8][NH:7][C:1]1[CH:6]=[CH:5][CH:4]=[CH:3][CH:2]=1. (6) Given the reactants [NH:1]1[C:9]2[C:4](=[CH:5][CH:6]=[CH:7][CH:8]=2)[CH:3]=[C:2]1[C:10]1[C:11](=[O:22])[NH:12][N:13]=[C:14]([C:16]2[CH:17]=[N:18][N:19]([CH3:21])[CH:20]=2)[CH:15]=1.[Br:23]N1C(=O)CCC1=O, predict the reaction product. The product is: [Br:23][C:3]1[C:4]2[C:9](=[CH:8][CH:7]=[CH:6][CH:5]=2)[NH:1][C:2]=1[C:10]1[C:11](=[O:22])[NH:12][N:13]=[C:14]([C:16]2[CH:17]=[N:18][N:19]([CH3:21])[CH:20]=2)[CH:15]=1.